From a dataset of Peptide-MHC class I binding affinity with 185,985 pairs from IEDB/IMGT. Regression. Given a peptide amino acid sequence and an MHC pseudo amino acid sequence, predict their binding affinity value. This is MHC class I binding data. (1) The MHC is HLA-A68:01 with pseudo-sequence HLA-A68:01. The peptide sequence is LIVSLCPTK. The binding affinity (normalized) is 0.600. (2) The MHC is HLA-B57:01 with pseudo-sequence HLA-B57:01. The binding affinity (normalized) is 0.0847. The peptide sequence is VPAMFTAAL. (3) The peptide sequence is TMNSVVQAL. The MHC is HLA-A02:01 with pseudo-sequence HLA-A02:01. The binding affinity (normalized) is 0.341.